Dataset: Full USPTO retrosynthesis dataset with 1.9M reactions from patents (1976-2016). Task: Predict the reactants needed to synthesize the given product. (1) Given the product [OH:1][C:2]1[CH:7]=[CH:6][C:5]([C:8]2[CH:9]=[C:10]3[C:15](=[CH:16][CH:17]=2)[C:14]([OH:18])=[CH:13][CH:12]=[CH:11]3)=[CH:4][CH:3]=1, predict the reactants needed to synthesize it. The reactants are: [OH:1][C:2]1[CH:7]=[CH:6][C:5]([C:8]2[CH:9]=[C:10]3[C:15](=[CH:16][CH:17]=2)[C:14](=[O:18])[CH2:13][CH2:12][CH2:11]3)=[CH:4][CH:3]=1.CC1C=CC(C(C)C)=CC=1. (2) The reactants are: [NH:1]([C:3]1[N:8]=[CH:7][C:6]([C:9]2[CH:10]=[CH:11][C:12](=[O:16])[N:13]([CH3:15])[CH:14]=2)=[CH:5][CH:4]=1)[NH2:2].N(C1C=CC=CC=1)=[C:18]=[S:19]. Given the product [NH:1]([C:3]1[N:8]=[CH:7][C:6]([C:9]2[CH:10]=[CH:11][C:12](=[O:16])[N:13]([CH3:15])[CH:14]=2)=[CH:5][CH:4]=1)[NH2:2].[SH:19][C:18]1[N:8]2[CH:7]=[C:6]([C:9]3[CH:10]=[CH:11][C:12](=[O:16])[N:13]([CH3:15])[CH:14]=3)[CH:5]=[CH:4][C:3]2=[N:1][N:2]=1, predict the reactants needed to synthesize it. (3) Given the product [O:1]1[C:5]2[CH:6]=[CH:7][CH:8]=[CH:9][C:4]=2[NH:3][C:2]1=[C:10]([C:11]1[CH:16]=[CH:15][N:14]=[C:13]([NH:17][CH2:18][CH2:19][CH2:20][C:21]([N:31]2[CH2:32][CH2:33][N:28]([CH3:27])[CH2:29][CH2:30]2)=[O:22])[N:12]=1)[C:25]#[N:26], predict the reactants needed to synthesize it. The reactants are: [O:1]1[C:5]2[CH:6]=[CH:7][CH:8]=[CH:9][C:4]=2[NH:3][C:2]1=[C:10]([C:25]#[N:26])[C:11]1[CH:16]=[CH:15][N:14]=[C:13]([NH:17][CH2:18][CH2:19][CH2:20][C:21](OC)=[O:22])[N:12]=1.[CH3:27][N:28]1[CH2:33][CH2:32][NH:31][CH2:30][CH2:29]1.